Dataset: Reaction yield outcomes from USPTO patents with 853,638 reactions. Task: Predict the reaction yield, written as a fraction of the theoretical maximum amount of product (1.0 means a 100% yield; for example, 0.34 means a 34% yield). (1) The reactants are [CH2:1]([O:3][C:4]([C:6]1[CH:7]=[N:8][N:9]2[C:14]([OH:15])=[C:13]([C:16]([OH:18])=O)[CH:12]=[N:11][C:10]=12)=[O:5])[CH3:2].Cl.[F:20][C:21]1[C:26]2[O:27][CH2:28][C:29]3([CH2:34][CH2:33][NH:32][CH2:31][CH2:30]3)[C:25]=2[CH:24]=[CH:23][CH:22]=1. No catalyst specified. The product is [CH2:1]([O:3][C:4]([C:6]1[CH:7]=[N:8][N:9]2[C:14]([OH:15])=[C:13]([C:16]([N:32]3[CH2:33][CH2:34][C:29]4([C:25]5[CH:24]=[CH:23][CH:22]=[C:21]([F:20])[C:26]=5[O:27][CH2:28]4)[CH2:30][CH2:31]3)=[O:18])[CH:12]=[N:11][C:10]=12)=[O:5])[CH3:2]. The yield is 0.790. (2) The reactants are [CH2:1]([O:8][C:9]1[C:14]([O:15][CH3:16])=[CH:13][C:12]([C:17](=[O:19])[CH3:18])=[C:11]([N+:20]([O-])=O)[CH:10]=1)[C:2]1[CH:7]=[CH:6][CH:5]=[CH:4][CH:3]=1.C([O-])=O.[NH4+]. The catalyst is C1(C)C=CC=CC=1.O.CCOC(C)=O.[Fe]. The product is [NH2:20][C:11]1[CH:10]=[C:9]([O:8][CH2:1][C:2]2[CH:7]=[CH:6][CH:5]=[CH:4][CH:3]=2)[C:14]([O:15][CH3:16])=[CH:13][C:12]=1[C:17](=[O:19])[CH3:18]. The yield is 0.990. (3) The reactants are [Br:1][C:2]1[N:7]=[C:6]([NH2:8])[CH:5]=[CH:4][CH:3]=1.[CH3:9][C:10]([CH3:15])([CH3:14])[C:11](Cl)=[O:12]. The catalyst is C(Cl)Cl. The product is [Br:1][C:2]1[N:7]=[C:6]([NH:8][C:11](=[O:12])[C:10]([CH3:15])([CH3:14])[CH3:9])[CH:5]=[CH:4][CH:3]=1. The yield is 0.910.